From a dataset of Forward reaction prediction with 1.9M reactions from USPTO patents (1976-2016). Predict the product of the given reaction. (1) Given the reactants Br[C:2]1[C:3]([N:9]2[CH2:13][CH2:12][CH2:11][CH2:10]2)=[N:4][CH:5]=[C:6]([Br:8])[N:7]=1.[NH2:14][CH:15]1[CH2:20][CH2:19][CH2:18][N:17]([C:21]([O:23][C:24]([CH3:27])([CH3:26])[CH3:25])=[O:22])[CH2:16]1, predict the reaction product. The product is: [Br:8][C:6]1[N:7]=[C:2]([NH:14][CH:15]2[CH2:20][CH2:19][CH2:18][N:17]([C:21]([O:23][C:24]([CH3:27])([CH3:26])[CH3:25])=[O:22])[CH2:16]2)[C:3]([N:9]2[CH2:13][CH2:12][CH2:11][CH2:10]2)=[N:4][CH:5]=1. (2) Given the reactants [CH3:1][C:2]1[O:7][C:6](=[O:8])[C:5]2[CH:9]=[CH:10][CH:11]=[CH:12][C:4]=2[N:3]=1.[N-:13]=[N+:14]=[N-:15].[Na+].[OH-].[Na+].Cl, predict the reaction product. The product is: [CH3:1][C:2]1[N:3]([C:4]2[CH:12]=[CH:11][CH:10]=[CH:9][C:5]=2[C:6]([OH:7])=[O:8])[N:15]=[N:14][N:13]=1. (3) Given the reactants [Cl:1][C:2]1[CH:10]=[C:9]2[C:5]([CH:6]=[CH:7][NH:8]2)=[CH:4][CH:3]=1.N1C=CC=CC=1.[Cl:17][CH:18]([C:22]1[CH:27]=[CH:26][CH:25]=[CH:24][CH:23]=1)[C:19](Cl)=[O:20], predict the reaction product. The product is: [Cl:17][CH:18]([C:22]1[CH:27]=[CH:26][CH:25]=[CH:24][CH:23]=1)[C:19]([C:6]1[C:5]2[C:9](=[CH:10][C:2]([Cl:1])=[CH:3][CH:4]=2)[NH:8][CH:7]=1)=[O:20]. (4) Given the reactants [CH3:1][S:2]([C:5]1[CH:6]=[C:7]([C:11]2[S:15][C:14]([C:16]3[N:20]([C:21]4[CH:22]=[C:23]([OH:27])[CH:24]=[CH:25][CH:26]=4)[N:19]=[C:18]([C:28]([F:31])([F:30])[F:29])[CH:17]=3)=[CH:13][CH:12]=2)[CH:8]=[CH:9][CH:10]=1)(=[O:4])=[O:3].[CH3:32][N:33]([CH3:37])[CH2:34][CH2:35]O.C1(P(C2C=CC=CC=2)C2C=CC=CC=2)C=CC=CC=1.N(C(OC(C)C)=O)=NC(OC(C)C)=O, predict the reaction product. The product is: [CH3:32][N:33]([CH3:37])[CH2:34][CH2:35][O:27][C:23]1[CH:24]=[CH:25][CH:26]=[C:21]([N:20]2[C:16]([C:14]3[S:15][C:11]([C:7]4[CH:8]=[CH:9][CH:10]=[C:5]([S:2]([CH3:1])(=[O:4])=[O:3])[CH:6]=4)=[CH:12][CH:13]=3)=[CH:17][C:18]([C:28]([F:31])([F:29])[F:30])=[N:19]2)[CH:22]=1. (5) Given the reactants [OH:1][CH:2]1[CH2:5][N:4]([C:6]2[S:7][CH:8]=[C:9]([C:11]([N:13]3[CH2:18][CH2:17][CH2:16][CH2:15][CH2:14]3)=[O:12])[N:10]=2)[CH2:3]1.[CH3:19][S:20](Cl)(=[O:22])=[O:21].C(N(CC)CC)C, predict the reaction product. The product is: [CH3:19][S:20]([O:1][CH:2]1[CH2:5][N:4]([C:6]2[S:7][CH:8]=[C:9]([C:11]([N:13]3[CH2:14][CH2:15][CH2:16][CH2:17][CH2:18]3)=[O:12])[N:10]=2)[CH2:3]1)(=[O:22])=[O:21]. (6) Given the reactants [NH2:1][CH2:2][C:3]1([C:9]([NH:11][CH2:12][C:13]2[CH:14]=[N:15][C:16]([C:19]([F:22])([F:21])[F:20])=[CH:17][CH:18]=2)=[O:10])[CH2:8][CH2:7][NH:6][CH2:5][CH2:4]1.[C:23](=N)([C:30]1[CH:35]=[CH:34][CH:33]=[CH:32][CH:31]=1)[C:24]1[CH:29]=[CH:28][CH:27]=[CH:26][CH:25]=1.C1(C)C=CC(S(O)(=O)=O)=CC=1, predict the reaction product. The product is: [C:24]1([C:23](=[N:1][CH2:2][C:3]2([C:9]([NH:11][CH2:12][C:13]3[CH:14]=[N:15][C:16]([C:19]([F:22])([F:21])[F:20])=[CH:17][CH:18]=3)=[O:10])[CH2:8][CH2:7][NH:6][CH2:5][CH2:4]2)[C:30]2[CH:31]=[CH:32][CH:33]=[CH:34][CH:35]=2)[CH:29]=[CH:28][CH:27]=[CH:26][CH:25]=1. (7) Given the reactants [C:1]([CH2:3][C:4]([O:6][C:7]([CH3:10])([CH3:9])[CH3:8])=[O:5])#[N:2].[SH:11][CH2:12][C:13](OC)=O.C(N(CC)CC)C.O, predict the reaction product. The product is: [NH2:2][C:1]1[S:11][CH:12]=[CH:13][C:3]=1[C:4]([O:6][C:7]([CH3:10])([CH3:9])[CH3:8])=[O:5]. (8) The product is: [CH2:20]([C:22]1[O:16][N:15]=[C:13]([C:4]2[S:3][C:2]([NH:1][C:26](=[O:29])[CH2:27][CH3:28])=[N:6][C:5]=2[C:7]2[CH:12]=[CH:11][CH:10]=[CH:9][CH:8]=2)[N:14]=1)[CH3:21]. Given the reactants [NH2:1][C:2]1[S:3][C:4]([C:13]([NH:15][OH:16])=[NH:14])=[C:5]([C:7]2[CH:12]=[CH:11][CH:10]=[CH:9][CH:8]=2)[N:6]=1.C(N(C(C)C)[CH:20]([CH3:22])[CH3:21])C.[C:26](Cl)(=[O:29])[CH2:27][CH3:28].Cl, predict the reaction product.